This data is from NCI-60 drug combinations with 297,098 pairs across 59 cell lines. The task is: Regression. Given two drug SMILES strings and cell line genomic features, predict the synergy score measuring deviation from expected non-interaction effect. Drug 1: CCN(CC)CCCC(C)NC1=C2C=C(C=CC2=NC3=C1C=CC(=C3)Cl)OC. Drug 2: COC1=C2C(=CC3=C1OC=C3)C=CC(=O)O2. Cell line: HT29. Synergy scores: CSS=61.9, Synergy_ZIP=9.81, Synergy_Bliss=7.21, Synergy_Loewe=0.103, Synergy_HSA=6.00.